From a dataset of Full USPTO retrosynthesis dataset with 1.9M reactions from patents (1976-2016). Predict the reactants needed to synthesize the given product. (1) Given the product [CH2:1]([C:3]([C:12]1[CH:25]=[CH:24][C:15]([O:16][CH2:17][CH:18]([O:23][Si:41]([C:44]([CH3:47])([CH3:46])[CH3:45])([CH3:43])[CH3:42])[C:19]([CH3:21])([CH3:20])[CH3:22])=[C:14]([CH3:26])[CH:13]=1)([C:6]1[S:7][CH:8]=[C:9]([CH3:11])[CH:10]=1)[CH2:4][CH3:5])[CH3:2], predict the reactants needed to synthesize it. The reactants are: [CH2:1]([C:3]([C:12]1[CH:25]=[CH:24][C:15]([O:16][CH2:17][CH:18]([OH:23])[C:19]([CH3:22])([CH3:21])[CH3:20])=[C:14]([CH3:26])[CH:13]=1)([C:6]1[S:7][CH:8]=[C:9]([CH3:11])[CH:10]=1)[CH2:4][CH3:5])[CH3:2].CC1C=CC=C(C)N=1.FC(F)(F)S(O[Si:41]([C:44]([CH3:47])([CH3:46])[CH3:45])([CH3:43])[CH3:42])(=O)=O. (2) Given the product [N+:1]([C:4]1[C:9]2=[N:10][O:11][N:12]=[C:8]2[C:7]([NH:19][CH2:18][C:17]#[CH:16])=[CH:6][CH:5]=1)([O-:3])=[O:2], predict the reactants needed to synthesize it. The reactants are: [N+:1]([C:4]1[C:9]2=[N:10][O:11][N:12]=[C:8]2[CH:7]=[CH:6][CH:5]=1)([O-:3])=[O:2].Cl[C:17]1[C:18]2[C:18](=[N:19]O[N:19]=2)[C:17]([N+]([O-])=O)=[CH:16][CH:16]=1.C(N)C#C. (3) Given the product [CH3:41][N:43]1[CH2:44][CH:20]([CH3:19])[CH:15]([C:8]2[N:7]=[C:6]([N:22]3[CH2:27][CH2:26][N:25]([C:28]4[CH:33]=[CH:32][CH:31]=[CH:30][C:29]=4[O:34][CH3:35])[CH2:24][CH2:23]3)[C:5]3[C:10](=[CH:11][C:12]([O:13][CH3:14])=[C:3]([O:2][CH3:1])[CH:4]=3)[N:9]=2)[CH2:16]1, predict the reactants needed to synthesize it. The reactants are: [CH3:1][O:2][C:3]1[CH:4]=[C:5]2[C:10](=[CH:11][C:12]=1[O:13][CH3:14])[N:9]=[C:8]([CH:15]1[CH2:20][CH2:19]N(C)C[CH2:16]1)[N:7]=[C:6]2[N:22]1[CH2:27][CH2:26][N:25]([C:28]2[CH:33]=[CH:32][CH:31]=[CH:30][C:29]=2[O:34][CH3:35])[CH2:24][CH2:23]1.C(O[C:41]([N:43]1C[C@@H](C)[C@H](C(O)=O)[CH2:44]1)=O)(C)(C)C. (4) Given the product [Cl:1][C:2]1[CH:3]=[CH:4][C:5]([NH:8][C:9]([CH:11]2[CH2:16][C:15]([F:18])([F:17])[CH2:14][N:13]([C:30]([C:26]3[CH:25]=[C:24]([C:20]4[O:19][CH:23]=[CH:22][CH:21]=4)[CH:29]=[CH:28][N:27]=3)=[O:31])[CH2:12]2)=[O:10])=[CH:6][CH:7]=1, predict the reactants needed to synthesize it. The reactants are: [Cl:1][C:2]1[CH:7]=[CH:6][C:5]([NH:8][C:9]([CH:11]2[CH2:16][C:15]([F:18])([F:17])[CH2:14][NH:13][CH2:12]2)=[O:10])=[CH:4][CH:3]=1.[O:19]1[CH:23]=[CH:22][CH:21]=[C:20]1[C:24]1[CH:29]=[CH:28][N:27]=[C:26]([C:30](O)=[O:31])[CH:25]=1.C(N(CC)C(C)C)(C)C.Cl.C(N=C=NCCCN(C)C)C. (5) The reactants are: [CH2:1]([C:4]1[CH:9]=[C:8]([Br:10])[CH:7]=[C:6]([O:11][CH3:12])[C:5]=1[OH:13])[CH:2]=[CH2:3].N1C=CN=C1.Cl[Si:20]([CH:27]([CH3:29])[CH3:28])([CH:24]([CH3:26])[CH3:25])[CH:21]([CH3:23])[CH3:22].Cl. Given the product [CH2:1]([C:4]1[CH:9]=[C:8]([Br:10])[CH:7]=[C:6]([O:11][CH3:12])[C:5]=1[O:13][Si:20]([CH:27]([CH3:29])[CH3:28])([CH:24]([CH3:26])[CH3:25])[CH:21]([CH3:23])[CH3:22])[CH:2]=[CH2:3], predict the reactants needed to synthesize it. (6) Given the product [N:17]1([CH2:23][CH2:24][O:25][C:26]2[CH:39]=[CH:38][C:29]([O:30][CH2:31][CH2:32][CH2:33][CH2:34][CH2:35][CH2:36][NH:37][C:4]3[C:5](=[O:16])[C:6](=[O:15])[C:7]=3[NH:8][C:9]3[CH:10]=[CH:11][N:12]=[CH:13][CH:14]=3)=[CH:28][CH:27]=2)[CH2:22][CH2:21][O:20][CH2:19][CH2:18]1, predict the reactants needed to synthesize it. The reactants are: C(O[C:4]1[C:5](=[O:16])[C:6](=[O:15])[C:7]=1[NH:8][C:9]1[CH:14]=[CH:13][N:12]=[CH:11][CH:10]=1)C.[N:17]1([CH2:23][CH2:24][O:25][C:26]2[CH:39]=[CH:38][C:29]([O:30][CH2:31][CH2:32][CH2:33][CH2:34][CH2:35][CH2:36][NH2:37])=[CH:28][CH:27]=2)[CH2:22][CH2:21][O:20][CH2:19][CH2:18]1. (7) Given the product [CH:9]1[C:10]2[C:15](=[CH:14][CH:13]=[CH:12][CH:11]=2)[CH:16]=[C:7]([CH2:6][NH:4][CH:2]([CH3:3])[CH3:1])[N:8]=1, predict the reactants needed to synthesize it. The reactants are: [CH3:1][CH:2]([NH2:4])[CH3:3].Cl[CH2:6][C:7]1[N:8]=[CH:9][C:10]2[C:15]([CH:16]=1)=[CH:14][CH:13]=[CH:12][CH:11]=2. (8) Given the product [NH2:18][C@H:15]1[CH2:14][CH2:13][C@H:12]([CH2:11][N:10]([C@@H:8]2[CH2:9][C@H:7]2[C:1]2[CH:2]=[CH:3][CH:4]=[CH:5][CH:6]=2)[C:35](=[O:36])[C:34]([F:45])([F:44])[F:33])[CH2:17][CH2:16]1, predict the reactants needed to synthesize it. The reactants are: [C:1]1([C@@H:7]2[CH2:9][C@H:8]2[NH:10][CH2:11][C@H:12]2[CH2:17][CH2:16][C@H:15]([NH:18]C(=O)OC(C)(C)C)[CH2:14][CH2:13]2)[CH:6]=[CH:5][CH:4]=[CH:3][CH:2]=1.C(N(CC)CC)C.[F:33][C:34]([F:45])([F:44])[C:35](O[C:35](=[O:36])[C:34]([F:45])([F:44])[F:33])=[O:36].ClCCl.